Dataset: Full USPTO retrosynthesis dataset with 1.9M reactions from patents (1976-2016). Task: Predict the reactants needed to synthesize the given product. (1) Given the product [NH2:1][C:2]1[S:3][CH:4]=[C:5]([C:7]2[CH:8]=[CH:9][C:10]([C:11]([NH:30][CH:29]3[CH2:27][CH2:28]3)=[O:13])=[CH:14][CH:15]=2)[N:6]=1, predict the reactants needed to synthesize it. The reactants are: [NH2:1][C:2]1[S:3][CH:4]=[C:5]([C:7]2[CH:15]=[CH:14][C:10]([C:11]([OH:13])=O)=[CH:9][CH:8]=2)[N:6]=1.CN(C(ON1N=NC2[CH:27]=[CH:28][CH:29]=[N:30]C1=2)=[N+](C)C)C.F[P-](F)(F)(F)(F)F.CCN(C(C)C)C(C)C.C1(N)CC1. (2) Given the product [N:10]([N:1]1[C:9]2[C:4](=[CH:5][CH:6]=[CH:7][CH:8]=2)[CH2:3][CH2:2]1)=[O:11], predict the reactants needed to synthesize it. The reactants are: [NH:1]1[C:9]2[C:4](=[CH:5][CH:6]=[CH:7][CH:8]=2)[CH2:3][CH2:2]1.[N:10]([O-])=[O:11].[Na+].[OH-].[Na+]. (3) Given the product [CH3:1][O:2][C:3]1[CH:12]=[CH:11][CH:10]=[CH:9][C:4]=1[O:5][CH2:6][CH2:7][NH:8][C:27](=[O:28])[C:26]1[CH:30]=[CH:31][C:32]([N+:33]([O-:35])=[O:34])=[C:24]([O:23][CH3:22])[CH:25]=1, predict the reactants needed to synthesize it. The reactants are: [CH3:1][O:2][C:3]1[CH:12]=[CH:11][CH:10]=[CH:9][C:4]=1[O:5][CH2:6][CH2:7][NH2:8].C(N(C(C)C)CC)(C)C.[CH3:22][O:23][C:24]1[CH:25]=[C:26]([CH:30]=[CH:31][C:32]=1[N+:33]([O-:35])=[O:34])[C:27](Cl)=[O:28].